Dataset: TCR-epitope binding with 47,182 pairs between 192 epitopes and 23,139 TCRs. Task: Binary Classification. Given a T-cell receptor sequence (or CDR3 region) and an epitope sequence, predict whether binding occurs between them. (1) The epitope is HTTDPSFLGRY. The TCR CDR3 sequence is CASSLVRDTQYF. Result: 1 (the TCR binds to the epitope). (2) The epitope is KLSALGINAV. The TCR CDR3 sequence is CASSSRPGSYNEQFF. Result: 0 (the TCR does not bind to the epitope). (3) The epitope is FTYASALWEI. The TCR CDR3 sequence is CASSHRDRVYF. Result: 1 (the TCR binds to the epitope). (4) The TCR CDR3 sequence is CASSLGGRADSTYEQYF. The epitope is KTSVDCTMYI. Result: 1 (the TCR binds to the epitope). (5) The epitope is EILDITPCSF. The TCR CDR3 sequence is CASSLGLAGPAYEQYF. Result: 0 (the TCR does not bind to the epitope). (6) The epitope is VSFIEFVGW. The TCR CDR3 sequence is CARSRTGEYTEAFF. Result: 0 (the TCR does not bind to the epitope). (7) Result: 0 (the TCR does not bind to the epitope). The TCR CDR3 sequence is CASSLAGTSRVQETQYF. The epitope is EEHVQIHTI. (8) The epitope is QARQMVQAMRTIGTHP. The TCR CDR3 sequence is CASSDGRGTYNEQFF. Result: 0 (the TCR does not bind to the epitope).